This data is from Catalyst prediction with 721,799 reactions and 888 catalyst types from USPTO. The task is: Predict which catalyst facilitates the given reaction. (1) Reactant: [F:1][C:2]([F:37])([F:36])[C:3]1[CH:8]=[CH:7][C:6]([C:9]2[CH:14]=[CH:13][CH:12]=[C:11]([CH2:15][O:16][C:17]3[CH:35]=[CH:34][C:20]4[CH:21]([CH2:29][C:30]([O:32]C)=[O:31])[C:22]5[C:26]([CH2:27][O:28][C:19]=4[CH:18]=3)=[CH:25][O:24][N:23]=5)[CH:10]=2)=[CH:5][CH:4]=1.CO.O.[OH-].[Na+]. Product: [F:37][C:2]([F:1])([F:36])[C:3]1[CH:8]=[CH:7][C:6]([C:9]2[CH:14]=[CH:13][CH:12]=[C:11]([CH2:15][O:16][C:17]3[CH:35]=[CH:34][C:20]4[CH:21]([CH2:29][C:30]([OH:32])=[O:31])[C:22]5[C:26]([CH2:27][O:28][C:19]=4[CH:18]=3)=[CH:25][O:24][N:23]=5)[CH:10]=2)=[CH:5][CH:4]=1. The catalyst class is: 1. (2) Reactant: C(O[C:4](=[O:8])[CH2:5][C:6]#[N:7])C.[CH3:9][C:10]([C:12]1[C:17](N)=[CH:16][C:15]([O:19][CH3:20])=[C:14]([O:21][CH3:22])[CH:13]=1)=O.C([O-])(=O)C.[NH4+:27]. Product: [CH3:22][O:21][C:14]1[CH:13]=[C:12]2[C:17](=[CH:16][C:15]=1[O:19][CH3:20])[NH:27][C:4](=[O:8])[C:5]([C:6]#[N:7])=[C:10]2[CH3:9]. The catalyst class is: 6. (3) Reactant: [Br:1][C:2]1[CH:3]=[CH:4][C:5]([N+:9]([O-:11])=[O:10])=[C:6]([CH:8]=1)[NH2:7].[H-].[Na+].[CH3:14][C:15]([O:18][C:19](O[C:19]([O:18][C:15]([CH3:17])([CH3:16])[CH3:14])=[O:20])=[O:20])([CH3:17])[CH3:16]. Product: [Br:1][C:2]1[CH:3]=[CH:4][C:5]([N+:9]([O-:11])=[O:10])=[C:6]([NH:7][C:19](=[O:20])[O:18][C:15]([CH3:17])([CH3:16])[CH3:14])[CH:8]=1. The catalyst class is: 3. (4) Reactant: [F:1][C:2](=[C:10]([F:12])[F:11])[CH2:3][CH2:4][CH:5]([C:8]#[N:9])[C:6]#[N:7].[H-].[Na+].Br[CH2:16][C:17]1[CH:18]=[N:19][C:20]([Cl:23])=[CH:21][CH:22]=1. Product: [Cl:23][C:20]1[N:19]=[CH:18][C:17]([CH2:16][C:5]([CH2:4][CH2:3][C:2]([F:1])=[C:10]([F:11])[F:12])([C:6]#[N:7])[C:8]#[N:9])=[CH:22][CH:21]=1. The catalyst class is: 9. (5) Reactant: [Cl:1][C:2]1[CH:7]=[CH:6][C:5]([C:8]2([CH3:38])[C:12]([C:14]3[CH:19]=[CH:18][C:17]([Cl:20])=[CH:16][CH:15]=3)([CH3:13])[NH:11][C:10]([C:21]3[CH:26]=[CH:25][C:24]([S:27]([N:30]4[CH2:34][CH2:33][CH2:32][CH2:31]4)(=[O:29])=[O:28])=[CH:23][C:22]=3[O:35][CH2:36][CH3:37])=[N:9]2)=[CH:4][CH:3]=1.[C:39](Cl)([Cl:41])=[O:40]. Product: [Cl:1][C:2]1[CH:7]=[CH:6][C:5]([C:8]2([CH3:38])[C:12]([C:14]3[CH:19]=[CH:18][C:17]([Cl:20])=[CH:16][CH:15]=3)([CH3:13])[N:11]([C:39]([Cl:41])=[O:40])[C:10]([C:21]3[CH:26]=[CH:25][C:24]([S:27]([N:30]4[CH2:34][CH2:33][CH2:32][CH2:31]4)(=[O:28])=[O:29])=[CH:23][C:22]=3[O:35][CH2:36][CH3:37])=[N:9]2)=[CH:4][CH:3]=1. The catalyst class is: 66.